This data is from Cav3 T-type calcium channel HTS with 100,875 compounds. The task is: Binary Classification. Given a drug SMILES string, predict its activity (active/inactive) in a high-throughput screening assay against a specified biological target. (1) The compound is S(=O)(=O)(c1c(scc1)C(O)=O)c1ccccc1. The result is 0 (inactive). (2) The molecule is O1C(OCC)C(C(C=C1C(=O)NCc1ccccc1)C)CCCO. The result is 0 (inactive).